From a dataset of Full USPTO retrosynthesis dataset with 1.9M reactions from patents (1976-2016). Predict the reactants needed to synthesize the given product. (1) Given the product [CH:27]1([NH:30][C:5]2[N:10]=[C:9]([C:11]3[N:15]4[CH:16]=[CH:17][CH:18]=[CH:19][C:14]4=[N:13][C:12]=3[C:20]3[CH:25]=[CH:24][CH:23]=[C:22]([CH3:26])[N:21]=3)[CH:8]=[CH:7][N:6]=2)[CH2:29][CH2:28]1, predict the reactants needed to synthesize it. The reactants are: CS([C:5]1[N:10]=[C:9]([C:11]2[N:15]3[CH:16]=[CH:17][CH:18]=[CH:19][C:14]3=[N:13][C:12]=2[C:20]2[CH:25]=[CH:24][CH:23]=[C:22]([CH3:26])[N:21]=2)[CH:8]=[CH:7][N:6]=1)(=O)=O.[CH:27]1([NH2:30])[CH2:29][CH2:28]1. (2) Given the product [Cl:1][C:2]1[CH:29]=[CH:28][C:5]([CH2:6][N:7]2[C:11]3=[N:12][C:13]([CH3:27])=[C:14]([CH2:23][OH:24])[C:15]([C:16]4[CH:17]=[CH:18][C:19]([CH3:22])=[CH:20][CH:21]=4)=[C:10]3[CH:9]=[CH:8]2)=[C:4]([F:30])[CH:3]=1.[CH3:23][OH:24], predict the reactants needed to synthesize it. The reactants are: [Cl:1][C:2]1[CH:29]=[CH:28][C:5]([CH2:6][N:7]2[C:11]3=[N:12][C:13]([CH3:27])=[C:14]([C:23](OC)=[O:24])[C:15]([C:16]4[CH:21]=[CH:20][C:19]([CH3:22])=[CH:18][CH:17]=4)=[C:10]3[CH:9]=[CH:8]2)=[C:4]([F:30])[CH:3]=1.[H-].[H-].[H-].[H-].[Li+].[Al+3].O.[OH-].[Na+]. (3) Given the product [Cl:1][C:2]1[CH:15]=[CH:14][C:13]2[C:12]3[C:7](=[CH:8][C:9]([S:16]([CH3:19])(=[O:17])=[O:18])=[CH:10][CH:11]=3)[C:6](=[O:20])[C:5](=[O:25])[C:4]=2[CH:3]=1, predict the reactants needed to synthesize it. The reactants are: [Cl:1][C:2]1[CH:15]=[CH:14][C:13]2[C:12]3[C:7](=[CH:8][C:9]([S:16]([CH3:19])(=[O:18])=[O:17])=[CH:10][CH:11]=3)[C:6]([OH:20])=[CH:5][C:4]=2[CH:3]=1.CN(C=[O:25])C. (4) Given the product [C:33]([O:37][C:38]([N:40]1[CH2:41][CH:42]=[C:43]([C:11]2[NH:12][C:13]3[CH:14]=[C:15]([NH:25][C:26]([O:28][C:29]([CH3:30])([CH3:31])[CH3:32])=[O:27])[CH:16]=[C:17]4[C:23](=[O:24])[NH:22][N:21]=[CH:20][C:19]=2[C:18]=34)[CH2:44][CH2:45]1)=[O:39])([CH3:36])([CH3:34])[CH3:35], predict the reactants needed to synthesize it. The reactants are: C([O-])([O-])=O.[Na+].[Na+].COC([C:11]1[NH:12][C:13]2[CH:14]=[C:15]([NH:25][C:26]([O:28][C:29]([CH3:32])([CH3:31])[CH3:30])=[O:27])[CH:16]=[C:17]3[C:23](=[O:24])[NH:22][N:21]=[CH:20][C:19]=1[C:18]=23)=O.[C:33]([O:37][C:38]([N:40]1[CH2:45][CH:44]=[C:43](B2OC(C)(C)C(C)(C)O2)[CH2:42][CH2:41]1)=[O:39])([CH3:36])([CH3:35])[CH3:34]. (5) Given the product [Cl:35][C:19]1[CH:18]=[C:17]([O:16][C:10]2[C:9]3[C:14](=[CH:15][C:6]([O:5][CH2:4][CH2:3][CH2:2][N:44]4[CH2:49][CH2:48][O:47][CH2:46][CH2:45]4)=[C:7]([O:36][CH3:37])[CH:8]=3)[N:13]=[CH:12][N:11]=2)[CH:22]=[CH:21][C:20]=1[NH:23][C:24]([NH:26][C:27]1[CH:32]=[CH:31][C:30]([F:33])=[CH:29][C:28]=1[F:34])=[O:25], predict the reactants needed to synthesize it. The reactants are: Br[CH2:2][CH2:3][CH2:4][O:5][C:6]1[CH:15]=[C:14]2[C:9]([C:10]([O:16][C:17]3[CH:22]=[CH:21][C:20]([NH:23][C:24]([NH:26][C:27]4[CH:32]=[CH:31][C:30]([F:33])=[CH:29][C:28]=4[F:34])=[O:25])=[C:19]([Cl:35])[CH:18]=3)=[N:11][CH:12]=[N:13]2)=[CH:8][C:7]=1[O:36][CH3:37].C(=O)([O-])[O-].[K+].[K+].[NH:44]1[CH2:49][CH2:48][O:47][CH2:46][CH2:45]1.O. (6) Given the product [Cl:1][CH2:2][CH2:3][CH2:4][CH:5]1[S:10][C:9]2[CH:11]=[CH:12][CH:13]=[CH:14][C:8]=2[N:7]([C:19]2[CH:20]=[CH:21][CH:22]=[C:17]([CH3:26])[CH:18]=2)[S:6]1(=[O:15])=[O:16], predict the reactants needed to synthesize it. The reactants are: [Cl:1][CH2:2][CH2:3][CH2:4][CH:5]1[S:10][C:9]2[CH:11]=[CH:12][CH:13]=[CH:14][C:8]=2[NH:7][S:6]1(=[O:16])=[O:15].[C:17]1([CH3:26])[CH:22]=[CH:21][CH:20]=[C:19](B(O)O)[CH:18]=1. (7) Given the product [N+:1]([C:4]1[CH:9]=[CH:8][CH:7]=[CH:6][C:5]=1[O:10][CH2:12][CH2:13][CH3:14])([O-:3])=[O:2], predict the reactants needed to synthesize it. The reactants are: [N+:1]([C:4]1[CH:9]=[CH:8][CH:7]=[CH:6][C:5]=1[OH:10])([O-:3])=[O:2].Br[CH2:12][CH2:13][CH3:14].C([O-])([O-])=O.[K+].[K+]. (8) Given the product [Cl:68][C:2]1[CH:3]=[CH:4][C:5]([CH:8]([C:36]2[CH:41]=[CH:40][C:39]([Cl:42])=[CH:38][CH:37]=2)[C:9]2[CH:10]=[C:11]3[C:16](=[CH:17][CH:18]=2)[N:15]=[CH:14][N:67]=[C:12]3[NH:19][CH:20]2[CH2:25][CH2:24][N:23]([C:26]3[CH:27]=[CH:28][C:29]([CH2:32][C:33]([NH2:44])=[O:35])=[CH:30][CH:31]=3)[CH2:22][CH2:21]2)=[CH:6][CH:7]=1, predict the reactants needed to synthesize it. The reactants are: Cl[C:2]1[CH:7]=[CH:6][C:5]([CH:8]([C:36]2[CH:41]=[CH:40][C:39]([Cl:42])=[CH:38][CH:37]=2)[C:9]2[CH:10]=[C:11]3[C:16](=[CH:17][CH:18]=2)[N:15]=[CH:14]N=[C:12]3[NH:19][CH:20]2[CH2:25][CH2:24][N:23]([C:26]3[CH:31]=[CH:30][C:29]([CH2:32][C:33]([OH:35])=O)=[CH:28][CH:27]=3)[CH2:22][CH2:21]2)=[CH:4][CH:3]=1.C[N:44](C(ON1N=NC2C=CC=NC1=2)=[N+](C)C)C.F[P-](F)(F)(F)(F)F.[NH4+:67].[Cl-:68].CCN(C(C)C)C(C)C. (9) Given the product [Cl:16][C:9]1[CH:8]=[C:7]([C:30]2[CH:31]=[CH:32][C:27]([OH:26])=[CH:28][CH:29]=2)[CH:12]=[C:11]([Cl:13])[C:10]=1[CH:14]=[O:15], predict the reactants needed to synthesize it. The reactants are: FC(F)(F)S(O[C:7]1[CH:12]=[C:11]([Cl:13])[C:10]([CH:14]=[O:15])=[C:9]([Cl:16])[CH:8]=1)(=O)=O.[Si]([O:26][C:27]1[CH:32]=[CH:31][C:30](B(O)O)=[CH:29][CH:28]=1)(C(C)(C)C)(C)C.